From a dataset of Reaction yield outcomes from USPTO patents with 853,638 reactions. Predict the reaction yield, written as a fraction of the theoretical maximum amount of product (1.0 means a 100% yield; for example, 0.34 means a 34% yield). (1) The reactants are [CH2:1]([N:8]1[N:12]=[N:11][C:10]([CH:13]([S:20]([C:23]2[CH:28]=[CH:27][C:26]([Cl:29])=[CH:25][CH:24]=2)(=[O:22])=[O:21])[CH2:14][CH2:15][CH2:16][CH2:17][CH2:18]O)=[N:9]1)[C:2]1[CH:7]=[CH:6][CH:5]=[CH:4][CH:3]=1.C(C=P(CCCC)(CCCC)CCCC)#N. The catalyst is C1(C)C=CC=CC=1. The product is [CH2:1]([N:8]1[N:12]=[N:11][C:10]([C:13]2([S:20]([C:23]3[CH:28]=[CH:27][C:26]([Cl:29])=[CH:25][CH:24]=3)(=[O:22])=[O:21])[CH2:18][CH2:17][CH2:16][CH2:15][CH2:14]2)=[N:9]1)[C:2]1[CH:7]=[CH:6][CH:5]=[CH:4][CH:3]=1. The yield is 0.560. (2) The reactants are [Cl:1][C:2]1[CH:3]=[C:4](B2OC(C)(C)C(C)(C)O2)[CH:5]=[C:6]([Cl:9])[C:7]=1[CH3:8].Br[C:20]1[CH:25]=[CH:24][C:23]([F:26])=[CH:22][CH:21]=1.C(=O)([O-])[O-].[K+].[K+].C. The catalyst is C(O)(C)C.O.C(O)C.CC([O-])=O.CC([O-])=O.[Pd+2].C1(P(C2C=CC=CC=2)C2C=CC=CC=2)C=CC=CC=1. The product is [Cl:9][C:6]1[CH:5]=[C:4]([C:20]2[CH:25]=[CH:24][C:23]([F:26])=[CH:22][CH:21]=2)[CH:3]=[C:2]([Cl:1])[C:7]=1[CH3:8]. The yield is 0.860. (3) The reactants are [F:1][C:2]([F:16])([F:15])[CH2:3][CH2:4][O:5][C:6]1[N:11]=[CH:10][C:9]([C:12](=O)[CH3:13])=[CH:8][CH:7]=1.[CH3:17][C:18]([S@:21]([NH2:23])=[O:22])([CH3:20])[CH3:19]. No catalyst specified. The product is [CH3:17][C:18]([S@:21]([NH:23][CH:12]([C:9]1[CH:10]=[N:11][C:6]([O:5][CH2:4][CH2:3][C:2]([F:16])([F:15])[F:1])=[CH:7][CH:8]=1)[CH3:13])=[O:22])([CH3:20])[CH3:19]. The yield is 0.800. (4) The reactants are [CH:1]([O:4][C:5]1[CH:9]=[C:8]([CH2:10][CH2:11][C:12]([O:14][CH2:15][CH3:16])=[O:13])[NH:7][N:6]=1)([CH3:3])[CH3:2].[H-].[Na+].[Cl:19][C:20]1[CH:27]=[C:26]([C:28]([F:31])([F:30])[F:29])[CH:25]=[CH:24][C:21]=1[CH2:22]Br.Cl. The catalyst is CN(C)C=O. The product is [Cl:19][C:20]1[CH:27]=[C:26]([C:28]([F:29])([F:30])[F:31])[CH:25]=[CH:24][C:21]=1[CH2:22][N:7]1[C:8]([CH2:10][CH2:11][C:12]([O:14][CH2:15][CH3:16])=[O:13])=[CH:9][C:5]([O:4][CH:1]([CH3:3])[CH3:2])=[N:6]1. The yield is 0.220. (5) The reactants are [Cl:1][C:2]1[CH:7]=[CH:6][C:5]([CH2:8][C:9]#[N:10])=[CH:4][CH:3]=1.[Na].[C:12](OCC)(=[O:14])[CH3:13]. No catalyst specified. The product is [Cl:1][C:2]1[CH:7]=[CH:6][C:5]([CH:8]([C:12](=[O:14])[CH3:13])[C:9]#[N:10])=[CH:4][CH:3]=1. The yield is 0.680. (6) The reactants are [Cl:1][C:2]1[CH:3]=[CH:4][C:5]([N+:21]([O-])=O)=[C:6]([C:8]2[CH:12]=[C:11]([C:13]3[CH:18]=[CH:17][C:16]([F:19])=[CH:15][C:14]=3[F:20])[O:10][N:9]=2)[CH:7]=1.C([O-])([O-])=O.[Na+].[Na+].[O-]S(S([O-])=O)=O.[Na+].[Na+].CCOC(C)=O. The catalyst is CO.O. The product is [Cl:1][C:2]1[CH:3]=[CH:4][C:5]([NH2:21])=[C:6]([C:8]2[CH:12]=[C:11]([C:13]3[CH:18]=[CH:17][C:16]([F:19])=[CH:15][C:14]=3[F:20])[O:10][N:9]=2)[CH:7]=1. The yield is 0.340. (7) The reactants are C(=O)(O)[O-].[Na+].Br.[Br:7][C:8]1[N:13]2[CH:14]=[CH:15][N:16]=[C:12]2[CH:11]=[CH:10][CH:9]=1. The catalyst is C(OCC)(=O)C. The product is [Br:7][C:8]1[N:13]2[CH:14]=[CH:15][N:16]=[C:12]2[CH:11]=[CH:10][CH:9]=1. The yield is 1.00. (8) The reactants are [CH3:1][O:2][C:3]1[CH:4]=[CH:5][C:6]([N+:11]([O-:13])=[O:12])=[C:7]([CH2:9][OH:10])[CH:8]=1.N1C=CN=C1.[CH3:19][C:20]([Si:23](Cl)([CH3:25])[CH3:24])([CH3:22])[CH3:21]. The catalyst is C1COCC1.CN(C=O)C. The product is [C:20]([Si:23]([O:10][CH2:9][C:7]1[CH:8]=[C:3]([O:2][CH3:1])[CH:4]=[CH:5][C:6]=1[N+:11]([O-:13])=[O:12])([CH3:25])[CH3:24])([CH3:22])([CH3:21])[CH3:19]. The yield is 0.840. (9) The reactants are [Cl:1][C:2]1[C:3]([N+:9]([O-])=O)=[C:4]([CH:6]=[CH:7][CH:8]=1)[NH2:5].C(O)(=O)C. The catalyst is C(O)(C)C.O.[Ni]. The product is [Cl:1][C:2]1[CH:8]=[CH:7][CH:6]=[C:4]([NH2:5])[C:3]=1[NH2:9]. The yield is 0.670.